From a dataset of Reaction yield outcomes from USPTO patents with 853,638 reactions. Predict the reaction yield, written as a fraction of the theoretical maximum amount of product (1.0 means a 100% yield; for example, 0.34 means a 34% yield). (1) The reactants are CC(C1C=C(C(C)C)C(C2C(P(C(C)(C)C)C(C)(C)C)=CC=CC=2)=C(C(C)C)C=1)C.Br[C:32]1[N:33]=[C:34]2[CH:40]=[C:39]([C:41]3[CH:42]=[N:43][N:44]([CH3:46])[CH:45]=3)[N:38]([CH2:47][O:48][CH2:49][CH2:50][Si:51]([CH3:54])([CH3:53])[CH3:52])[C:35]2=[N:36][CH:37]=1.[NH:55]([C:57]([O:59][C:60]([CH3:63])([CH3:62])[CH3:61])=[O:58])[NH2:56].CC([O-])(C)C.[Na+]. The catalyst is C1C=CC(/C=C/C(/C=C/C2C=CC=CC=2)=O)=CC=1.C1C=CC(/C=C/C(/C=C/C2C=CC=CC=2)=O)=CC=1.C1C=CC(/C=C/C(/C=C/C2C=CC=CC=2)=O)=CC=1.[Pd].[Pd].O1CCOCC1. The product is [CH3:46][N:44]1[CH:45]=[C:41]([C:39]2[N:38]([CH2:47][O:48][CH2:49][CH2:50][Si:51]([CH3:54])([CH3:53])[CH3:52])[C:35]3=[N:36][CH:37]=[C:32]([NH:56][NH:55][C:57]([O:59][C:60]([CH3:63])([CH3:62])[CH3:61])=[O:58])[N:33]=[C:34]3[CH:40]=2)[CH:42]=[N:43]1. The yield is 0.330. (2) The reactants are NC1C=CC(S(CC)(=O)=O)=C(C=1)C#N.[CH:15]([S:18]([C:21]1[CH:28]=[CH:27][C:26]([N+:29]([O-])=O)=[CH:25][C:22]=1[C:23]#[N:24])(=[O:20])=[O:19])([CH3:17])[CH3:16]. No catalyst specified. The product is [NH2:29][C:26]1[CH:27]=[CH:28][C:21]([S:18]([CH:15]([CH3:17])[CH3:16])(=[O:20])=[O:19])=[C:22]([CH:25]=1)[C:23]#[N:24]. The yield is 0.950. (3) The reactants are [Cl:1][C:2]1[N:7]=[CH:6][C:5]2[C:8](I)=[CH:9][N:10]([CH:11]([CH3:13])[CH3:12])[C:4]=2[CH:3]=1.[C:15]([NH2:18])(=[O:17])[CH3:16].CN[C@@H]1CCCC[C@H]1NC.[O-]P(OP(OP([O-])([O-])=O)([O-])=O)(=O)[O-].[K+].[K+].[K+].[K+].[K+]. The catalyst is [Cu]I.O1CCOCC1. The product is [Cl:1][C:2]1[N:7]=[CH:6][C:5]2[C:8]([NH:18][C:15](=[O:17])[CH3:16])=[CH:9][N:10]([CH:11]([CH3:13])[CH3:12])[C:4]=2[CH:3]=1. The yield is 0.600.